From a dataset of Forward reaction prediction with 1.9M reactions from USPTO patents (1976-2016). Predict the product of the given reaction. (1) The product is: [C:1](/[C:3](=[C:39](\[NH:38][C:33]1[CH:34]=[CH:35][CH:36]=[CH:37][C:32]=1[CH:29]([CH3:31])[CH3:30])/[SH:40])/[C:4]([NH:6][C:7]1[CH:12]=[CH:11][C:10]([C:13]2[N:17]=[CH:16][N:15]([C:18]3[CH:23]=[CH:22][C:21]([O:24][C:25]([F:28])([F:27])[F:26])=[CH:20][CH:19]=3)[N:14]=2)=[CH:9][CH:8]=1)=[O:5])#[N:2]. Given the reactants [C:1]([CH2:3][C:4]([NH:6][C:7]1[CH:12]=[CH:11][C:10]([C:13]2[N:17]=[CH:16][N:15]([C:18]3[CH:23]=[CH:22][C:21]([O:24][C:25]([F:28])([F:27])[F:26])=[CH:20][CH:19]=3)[N:14]=2)=[CH:9][CH:8]=1)=[O:5])#[N:2].[CH:29]([C:32]1[CH:37]=[CH:36][CH:35]=[CH:34][C:33]=1[N:38]=[C:39]=[S:40])([CH3:31])[CH3:30].[H-].[Na+].Cl, predict the reaction product. (2) The product is: [F:1][C:2]1[CH:7]=[CH:6][C:5]([C:8]2[O:9][CH:10]=[C:11]([NH:13][C:14](=[O:22])[C:15]3[CH:20]=[CH:19][C:18]([NH:33][C:30]4[CH:31]=[CH:32][N:27]=[CH:28][N:29]=4)=[CH:17][CH:16]=3)[N:12]=2)=[CH:4][C:3]=1[C:23]([F:26])([F:25])[F:24]. Given the reactants [F:1][C:2]1[CH:7]=[CH:6][C:5]([C:8]2[O:9][CH:10]=[C:11]([NH:13][C:14](=[O:22])[C:15]3[CH:20]=[CH:19][C:18](I)=[CH:17][CH:16]=3)[N:12]=2)=[CH:4][C:3]=1[C:23]([F:26])([F:25])[F:24].[N:27]1[CH:32]=[CH:31][C:30]([NH2:33])=[N:29][CH:28]=1.C(=O)([O-])[O-].[Cs+].[Cs+].CC1(C)C2C(=C(P(C3C=CC=CC=3)C3C=CC=CC=3)C=CC=2)OC2C(P(C3C=CC=CC=3)C3C=CC=CC=3)=CC=CC1=2, predict the reaction product. (3) The product is: [CH:1]([C:4]1[CH:5]=[CH:6][C:7]([NH:10][C:11](=[O:22])[O:12][C:13]2[CH:14]=[C:15]3[C:19](=[CH:20][CH:21]=2)[N:18]([C:29]2[CH:34]=[CH:33][CH:32]=[CH:31][CH:30]=2)[CH2:17][CH2:16]3)=[CH:8][CH:9]=1)([CH3:3])[CH3:2]. Given the reactants [CH:1]([C:4]1[CH:9]=[CH:8][C:7]([NH:10][C:11](=[O:22])[O:12][C:13]2[CH:14]=[C:15]3[C:19](=[CH:20][CH:21]=2)[NH:18][CH2:17][CH2:16]3)=[CH:6][CH:5]=1)([CH3:3])[CH3:2].FC(F)(F)S(O[C:29]1[CH:34]=[CH:33][CH:32]=[CH:31][C:30]=1[Si](C)(C)C)(=O)=O.[F-].[Cs+], predict the reaction product. (4) Given the reactants [NH2:1][C:2]1[C:7]([C:8]([NH:10][CH2:11][C:12]2[CH:17]=[CH:16][C:15]([O-:18])=[CH:14][CH:13]=2)=[O:9])=[CH:6][CH:5]=[CH:4][N:3]=1.[Na+].[CH3:20][C:21]1[CH:22]=[C:23]([CH:26]=[CH:27][CH:28]=1)[CH2:24]Cl.C(=O)([O-])[O-].[Cs+].[Cs+].CN(C=O)C, predict the reaction product. The product is: [CH3:20][C:21]1[CH:22]=[C:23]([CH:26]=[CH:27][CH:28]=1)[CH2:24][O:18][C:15]1[CH:14]=[CH:13][C:12]([CH2:11][NH:10][C:8](=[O:9])[C:7]2[CH:6]=[CH:5][CH:4]=[N:3][C:2]=2[NH2:1])=[CH:17][CH:16]=1.